Predict the reactants needed to synthesize the given product. From a dataset of Full USPTO retrosynthesis dataset with 1.9M reactions from patents (1976-2016). (1) Given the product [CH2:1]([NH:8][CH:9]([C:14]1[CH:19]=[CH:18][CH:17]=[CH:16][CH:15]=1)[C:10]([OH:12])=[O:11])[C:2]1[CH:3]=[CH:4][CH:5]=[CH:6][CH:7]=1, predict the reactants needed to synthesize it. The reactants are: [CH2:1]([NH:8][CH:9]([C:14]1[CH:19]=[CH:18][CH:17]=[CH:16][CH:15]=1)[C:10]([O:12]C)=[O:11])[C:2]1[CH:7]=[CH:6][CH:5]=[CH:4][CH:3]=1. (2) The reactants are: [Li+].[OH-].[C:3]1([CH2:9][O:10][C:11]2[CH:16]=[CH:15][C:14]([C:17]([O:19]CC3C=CC=CC=3)=[O:18])=[CH:13][C:12]=2[C:27]([O:29]CC2C=CC=CC=2)=[O:28])[CH:8]=[CH:7][CH:6]=[CH:5][CH:4]=1.Cl. Given the product [C:3]1([CH2:9][O:10][C:11]2[CH:16]=[CH:15][C:14]([C:17]([OH:19])=[O:18])=[CH:13][C:12]=2[C:27]([OH:29])=[O:28])[CH:4]=[CH:5][CH:6]=[CH:7][CH:8]=1, predict the reactants needed to synthesize it. (3) Given the product [NH2:35][C:32]1[N:31]=[CH:30][C:29]([C:17]2[N:18]=[C:19]([N:23]3[CH2:24][CH2:25][O:26][CH2:27][CH2:28]3)[C:20]3[N:21]=[CH:22][C:13]([C:10]4[CH:9]=[CH:8][C:7]([C:5]([NH:4][CH:1]5[CH2:2][CH2:3]5)=[O:6])=[CH:12][CH:11]=4)=[CH:14][C:15]=3[N:16]=2)=[CH:34][N:33]=1, predict the reactants needed to synthesize it. The reactants are: [CH:1]1([NH:4][C:5]([C:7]2[CH:12]=[CH:11][C:10]([C:13]3[CH:22]=[N:21][C:20]4[C:19]([N:23]5[CH2:28][CH2:27][O:26][CH2:25][CH2:24]5)=[N:18][C:17]([C:29]5[CH:30]=[N:31][C:32]([NH:35]C(=O)OC(C)(C)C)=[N:33][CH:34]=5)=[N:16][C:15]=4[CH:14]=3)=[CH:9][CH:8]=2)=[O:6])[CH2:3][CH2:2]1.C(Cl)Cl.C(O)(C(F)(F)F)=O. (4) Given the product [CH3:51][CH:52]1[CH2:57][CH2:56][CH2:55][CH:54]([CH3:58])[N:53]1[CH2:59][CH2:60][NH:61][C:6]([C:5]1[CH:9]=[CH:10][C:2]([F:1])=[C:3]([NH:11][C:12]([C:14]2[N:18]3[CH:19]=[CH:20][C:21]([C:23]4[N:24]([CH3:28])[N:25]=[CH:26][CH:27]=4)=[CH:22][C:17]3=[N:16][CH:15]=2)=[O:13])[CH:4]=1)=[O:7], predict the reactants needed to synthesize it. The reactants are: [F:1][C:2]1[CH:10]=[CH:9][C:5]([C:6](O)=[O:7])=[CH:4][C:3]=1[NH:11][C:12]([C:14]1[N:18]2[CH:19]=[CH:20][C:21]([C:23]3[N:24]([CH3:28])[N:25]=[CH:26][CH:27]=3)=[CH:22][C:17]2=[N:16][CH:15]=1)=[O:13].CCN=C=NCCCN(C)C.Cl.C1C=CC2N(O)N=NC=2C=1.[CH3:51][C@H:52]1[CH2:57][CH2:56][CH2:55][C@@H:54]([CH3:58])[N:53]1[CH2:59][CH2:60][NH2:61].C([O-])([O-])=O.[Na+].[Na+]. (5) Given the product [C:14]([C:9]1[CH:10]=[CH:11][CH:12]=[CH:13][C:8]=1[C:5]1[CH:6]=[CH:7][C:2]([B:16]([OH:21])[OH:17])=[CH:3][CH:4]=1)#[N:15], predict the reactants needed to synthesize it. The reactants are: Br[C:2]1[CH:7]=[CH:6][C:5]([C:8]2[CH:13]=[CH:12][CH:11]=[CH:10][C:9]=2[C:14]#[N:15])=[CH:4][CH:3]=1.[B:16](OC(C)C)([O:21]C(C)C)[O:17]C(C)C.C(=O)=O.CC(C)=O.C([Li])CCC.Cl. (6) Given the product [Br:13][C:14]1[C:15]([Si:23]([CH3:26])([CH3:25])[CH3:24])=[C:16]([F:21])[C:17]([F:20])=[CH:18][CH:19]=1, predict the reactants needed to synthesize it. The reactants are: C(NC(C)C)(C)C.[Li]CCCC.[Br:13][C:14]1[CH:19]=[CH:18][C:17]([F:20])=[C:16]([F:21])[CH:15]=1.Cl[Si:23]([CH3:26])([CH3:25])[CH3:24]. (7) Given the product [OH:2][C:3]1[CH:10]=[CH:9][C:6]([C:7]#[N:8])=[CH:5][C:4]=1[C:11]([F:12])([F:13])[F:14], predict the reactants needed to synthesize it. The reactants are: C[O:2][C:3]1[CH:10]=[CH:9][C:6]([C:7]#[N:8])=[CH:5][C:4]=1[C:11]([F:14])([F:13])[F:12].Cl.N1C=CC=CC=1.